From a dataset of Peptide-MHC class II binding affinity with 134,281 pairs from IEDB. Regression. Given a peptide amino acid sequence and an MHC pseudo amino acid sequence, predict their binding affinity value. This is MHC class II binding data. (1) The peptide sequence is SQRLELSWNLNGLQAY. The MHC is DRB1_1302 with pseudo-sequence DRB1_1302. The binding affinity (normalized) is 0.637. (2) The peptide sequence is GLRVVCAKYALA. The MHC is DRB1_1501 with pseudo-sequence DRB1_1501. The binding affinity (normalized) is 0.554.